This data is from hERG Central: cardiac toxicity at 1µM, 10µM, and general inhibition. The task is: Predict hERG channel inhibition at various concentrations. (1) The compound is O=C(COc1ccc(Br)cc1)N/N=C1/SCC(=O)N1Cc1ccco1. Results: hERG_inhib (hERG inhibition (general)): blocker. (2) The drug is Fc1ccc(CSc2ccc3nnc(-c4cccnc4)n3n2)cc1. Results: hERG_inhib (hERG inhibition (general)): blocker. (3) The molecule is COc1cccc(OCc2cc(C(=O)N3CCN(C(=O)c4ccco4)CC3)no2)c1. Results: hERG_inhib (hERG inhibition (general)): blocker. (4) The compound is COc1ccc(Cl)cc1NC(=O)CN1CCC(NC(=O)C2CC2)CC1. Results: hERG_inhib (hERG inhibition (general)): blocker. (5) The compound is Cc1ccc(C)c(OCC(O)CN2CCc3ccccc3C2)c1C.Cl. Results: hERG_inhib (hERG inhibition (general)): blocker. (6) The molecule is O=C(NC1CCSc2ccccc21)c1cc([N+](=O)[O-])ccc1N1CCOCC1. Results: hERG_inhib (hERG inhibition (general)): blocker. (7) The molecule is COc1ccc(C(=O)CCN2CCc3cc(OC)c(OC)cc3C2)cc1.Cl. Results: hERG_inhib (hERG inhibition (general)): blocker.